From a dataset of Reaction yield outcomes from USPTO patents with 853,638 reactions. Predict the reaction yield, written as a fraction of the theoretical maximum amount of product (1.0 means a 100% yield; for example, 0.34 means a 34% yield). The reactants are [NH2:1][C:2]1[N:3]=[C:4]2[CH:9]=[CH:8][C:7]([O:10][C:11]3[CH:12]=[C:13]([NH:17][C:18](=[O:30])[C:19]4[CH:24]=[CH:23][CH:22]=[C:21]([C:25]5([C:28]#[N:29])[CH2:27][CH2:26]5)[CH:20]=4)[CH:14]=[CH:15][CH:16]=3)=[N:6][N:5]2[CH:31]=1.C(N(CC)CC)C.[C:39]([O:42][CH2:43][C:44](Cl)=[O:45])(=[O:41])[CH3:40]. The catalyst is O1CCCC1. The product is [C:39]([O:42][CH2:43][C:44]([NH:1][C:2]1[N:3]=[C:4]2[CH:9]=[CH:8][C:7]([O:10][C:11]3[CH:16]=[CH:15][CH:14]=[C:13]([NH:17][C:18](=[O:30])[C:19]4[CH:24]=[CH:23][CH:22]=[C:21]([C:25]5([C:28]#[N:29])[CH2:27][CH2:26]5)[CH:20]=4)[CH:12]=3)=[N:6][N:5]2[CH:31]=1)=[O:45])(=[O:41])[CH3:40]. The yield is 0.740.